This data is from Full USPTO retrosynthesis dataset with 1.9M reactions from patents (1976-2016). The task is: Predict the reactants needed to synthesize the given product. (1) Given the product [Cl:8][C:7]1[C:2]([N:21]([C@@H:19]([C:13]2[CH:14]=[CH:15][CH:16]=[CH:17][CH:18]=2)[CH3:20])[S:22]([C:25]2[CH:34]=[CH:33][C:28]([C:29]([O:31][CH3:32])=[O:30])=[CH:27][CH:26]=2)(=[O:24])=[O:23])=[N:3][CH:4]=[C:5]([C:9]([F:12])([F:11])[F:10])[CH:6]=1, predict the reactants needed to synthesize it. The reactants are: Cl[C:2]1[C:7]([Cl:8])=[CH:6][C:5]([C:9]([F:12])([F:11])[F:10])=[CH:4][N:3]=1.[C:13]1([C@H:19]([NH:21][S:22]([C:25]2[CH:34]=[CH:33][C:28]([C:29]([O:31][CH3:32])=[O:30])=[CH:27][CH:26]=2)(=[O:24])=[O:23])[CH3:20])[CH:18]=[CH:17][CH:16]=[CH:15][CH:14]=1. (2) Given the product [F:15][C:16]1[CH:22]=[CH:21][C:19]([NH:20][C:2]2[CH:7]=[C:6]([CH3:8])[N:5]=[C:4]([C:9]3[CH:14]=[CH:13][CH:12]=[CH:11][N:10]=3)[N:3]=2)=[CH:18][C:17]=1[O:23][CH3:24], predict the reactants needed to synthesize it. The reactants are: Cl[C:2]1[CH:7]=[C:6]([CH3:8])[N:5]=[C:4]([C:9]2[CH:14]=[CH:13][CH:12]=[CH:11][N:10]=2)[N:3]=1.[F:15][C:16]1[CH:22]=[CH:21][C:19]([NH2:20])=[CH:18][C:17]=1[O:23][CH3:24]. (3) Given the product [Cl:1][C:2]1[CH:35]=[CH:34][CH:33]=[C:32]([C:36]([F:39])([F:38])[F:37])[C:3]=1[C:4]([N:6]1[C:14]2[C:9](=[CH:10][CH:11]=[C:12]([C:15]3[N:16]=[CH:17][N:18]([CH3:20])[CH:19]=3)[CH:13]=2)[C:8]([C:21]2[CH:30]=[CH:29][C:24]([C:25]([OH:27])=[O:26])=[CH:23][C:22]=2[F:31])=[N:7]1)=[O:5], predict the reactants needed to synthesize it. The reactants are: [Cl:1][C:2]1[CH:35]=[CH:34][CH:33]=[C:32]([C:36]([F:39])([F:38])[F:37])[C:3]=1[C:4]([N:6]1[C:14]2[C:9](=[CH:10][CH:11]=[C:12]([C:15]3[N:16]=[CH:17][N:18]([CH3:20])[CH:19]=3)[CH:13]=2)[C:8]([C:21]2[CH:30]=[CH:29][C:24]([C:25]([O:27]C)=[O:26])=[CH:23][C:22]=2[F:31])=[N:7]1)=[O:5].[Li+].[OH-].Cl. (4) Given the product [CH2:1]([O:3][C:4](=[O:15])[CH:5]([C:7]1[CH:8]=[N:9][C:10]([NH:14][S:24]([CH3:23])(=[O:26])=[O:25])=[C:11]([F:13])[CH:12]=1)[CH3:6])[CH3:2], predict the reactants needed to synthesize it. The reactants are: [CH2:1]([O:3][C:4](=[O:15])[CH:5]([C:7]1[CH:8]=[N:9][C:10]([NH2:14])=[C:11]([F:13])[CH:12]=1)[CH3:6])[CH3:2].C(N(CC)CC)C.[CH3:23][S:24](Cl)(=[O:26])=[O:25]. (5) Given the product [C:11]([O:15][C:16]([C@@:18]12[CH2:33][CH2:34][C@:22]1([CH3:23])[C:21](=[O:24])[N:20]([C@@H:25]([C:27]1[CH:32]=[CH:31][CH:30]=[CH:29][CH:28]=1)[CH3:26])[CH2:19]2)=[O:17])([CH3:14])([CH3:13])[CH3:12], predict the reactants needed to synthesize it. The reactants are: C[Si](C)(C)[N-][Si](C)(C)C.[Li+].[C:11]([O:15][C:16]([C@@:18]1([CH2:33][CH2:34]Br)[CH:22]([CH3:23])[C:21](=[O:24])[N:20]([C@@H:25]([C:27]2[CH:32]=[CH:31][CH:30]=[CH:29][CH:28]=2)[CH3:26])[CH2:19]1)=[O:17])([CH3:14])([CH3:13])[CH3:12].C(O)(=O)CC(CC(O)=O)(C(O)=O)O.C(OCC)(=O)C. (6) Given the product [C:29]([N:22]1[CH2:23][CH2:24][C:19]2[NH:18][C:17]3[N:16]([N:15]=[C:14]([C:11]4[CH:10]=[CH:9][C:8]([O:1][C:2]5[CH:7]=[CH:6][CH:5]=[CH:4][CH:3]=5)=[CH:13][CH:12]=4)[C:25]=3[C:26]([NH2:28])=[O:27])[C:20]=2[CH2:21]1)(=[O:33])[CH:30]=[CH:31][CH3:32], predict the reactants needed to synthesize it. The reactants are: [O:1]([C:8]1[CH:13]=[CH:12][C:11]([C:14]2[C:25]([C:26]([NH2:28])=[O:27])=[C:17]3[NH:18][C:19]4[CH2:24][CH2:23][NH:22][CH2:21][C:20]=4[N:16]3[N:15]=2)=[CH:10][CH:9]=1)[C:2]1[CH:7]=[CH:6][CH:5]=[CH:4][CH:3]=1.[C:29](O)(=[O:33])[CH:30]=[CH:31][CH3:32]. (7) Given the product [CH:1]1([CH2:4][O:5][C:6]2[CH:11]=[CH:10][C:9]([C:12]([F:13])([F:15])[F:14])=[CH:8][C:7]=2[C:16]2[C:17]3[N:24]([CH2:25][O:26][CH2:27][CH2:28][Si:29]([CH3:32])([CH3:31])[CH3:30])[C:23]([CH3:33])=[C:22]([C:34]([NH:37][C@@H:38]4[CH2:43][CH2:42][C@H:41]([NH:44][C:45](=[O:51])[O:46][C:47]([CH3:49])([CH3:48])[CH3:50])[CH2:40][CH2:39]4)=[O:35])[C:18]=3[N:19]=[CH:20][N:21]=2)[CH2:2][CH2:3]1, predict the reactants needed to synthesize it. The reactants are: [CH:1]1([CH2:4][O:5][C:6]2[CH:11]=[CH:10][C:9]([C:12]([F:15])([F:14])[F:13])=[CH:8][C:7]=2[C:16]2[C:17]3[N:24]([CH2:25][O:26][CH2:27][CH2:28][Si:29]([CH3:32])([CH3:31])[CH3:30])[C:23]([CH3:33])=[C:22]([C:34](O)=[O:35])[C:18]=3[N:19]=[CH:20][N:21]=2)[CH2:3][CH2:2]1.[NH2:37][C@@H:38]1[CH2:43][CH2:42][C@H:41]([NH:44][C:45](=[O:51])[O:46][C:47]([CH3:50])([CH3:49])[CH3:48])[CH2:40][CH2:39]1. (8) Given the product [CH3:13][O:12][C:8]1[CH:7]=[C:6]2[C:11](=[CH:10][CH:9]=1)[C:2]([O:1][CH:38]1[CH2:56][CH:55]3[N:40]([C:41](=[O:61])[CH2:42][CH2:43][CH2:44][CH2:45][CH2:46][CH2:47][CH:48]=[CH:49][CH:50]4[C:52]([C:58]([OH:60])=[O:59])([NH:53][C:54]3=[O:57])[CH2:51]4)[CH2:39]1)=[N:3][C:4]([N:14]1[CH:18]=[CH:17][CH:16]=[N:15]1)=[CH:5]2, predict the reactants needed to synthesize it. The reactants are: [OH:1][C:2]1[C:11]2[C:6](=[CH:7][C:8]([O:12][CH3:13])=[CH:9][CH:10]=2)[CH:5]=[C:4]([N:14]2[CH:18]=[CH:17][CH:16]=[N:15]2)[N:3]=1.C(C1N=C(C2C=C(O[CH:38]3[CH2:56][CH:55]4[N:40]([C:41](=[O:61])[CH2:42][CH2:43][CH2:44][CH2:45][CH2:46][CH2:47][CH:48]=[CH:49][CH:50]5[C:52]([C:58]([OH:60])=[O:59])([NH:53][C:54]4=[O:57])[CH2:51]5)[CH2:39]3)C3C(=CC(OC)=CC=3)N=2)SC=1)(C)C. (9) Given the product [CH2:1]([S:8][CH:9]([CH2:19][N:20]1[CH2:21][CH2:22][S:23][CH2:24][CH2:25]1)[CH2:10][NH2:11])[C:2]1[CH:7]=[CH:6][CH:5]=[CH:4][CH:3]=1, predict the reactants needed to synthesize it. The reactants are: [CH2:1]([S:8][CH:9]([CH2:19][N:20]1[CH2:25][CH2:24][S:23][CH2:22][CH2:21]1)[CH2:10][NH:11]C(=O)OC(C)(C)C)[C:2]1[CH:7]=[CH:6][CH:5]=[CH:4][CH:3]=1.C(OCC)(=O)C.C(OCC)(=O)C.Cl. (10) Given the product [OH:27][CH2:26][C:25]1[CH:29]=[CH:30][C:22]([CH2:21][C@@H:9]2[CH2:10][N:11]([C:14]([O:16][C:17]([CH3:20])([CH3:18])[CH3:19])=[O:15])[CH2:12][CH2:13][N:8]2[C:6]([O:5][C:1]([CH3:4])([CH3:3])[CH3:2])=[O:7])=[CH:23][CH:24]=1, predict the reactants needed to synthesize it. The reactants are: [C:1]([O:5][C:6]([N:8]1[CH2:13][CH2:12][N:11]([C:14]([O:16][C:17]([CH3:20])([CH3:19])[CH3:18])=[O:15])[CH2:10][C@H:9]1[CH2:21][C:22]1[CH:30]=[CH:29][C:25]([C:26](O)=[O:27])=[CH:24][CH:23]=1)=[O:7])([CH3:4])([CH3:3])[CH3:2].CN1CCOCC1.ClC(OCC)=O.[BH4-].[Na+].C(=O)(O)[O-].[Na+].